Dataset: Full USPTO retrosynthesis dataset with 1.9M reactions from patents (1976-2016). Task: Predict the reactants needed to synthesize the given product. Given the product [C:1]1([S:7]([N:10]2[C:18]3[C:13](=[CH:14][C:15]([CH:33]=[O:34])=[CH:16][CH:17]=3)[CH:12]=[C:11]2[C:20]2[CH:25]=[CH:24][CH:23]=[CH:22][CH:21]=2)(=[O:9])=[O:8])[CH:6]=[CH:5][CH:4]=[CH:3][CH:2]=1, predict the reactants needed to synthesize it. The reactants are: [C:1]1([S:7]([N:10]2[C:18]3[C:13](=[CH:14][C:15](Br)=[CH:16][CH:17]=3)[CH:12]=[C:11]2[C:20]2[CH:25]=[CH:24][CH:23]=[CH:22][CH:21]=2)(=[O:9])=[O:8])[CH:6]=[CH:5][CH:4]=[CH:3][CH:2]=1.C([Li])CCC.CN(C)[CH:33]=[O:34].[Cl-].[NH4+].